Dataset: Experimentally validated miRNA-target interactions with 360,000+ pairs, plus equal number of negative samples. Task: Binary Classification. Given a miRNA mature sequence and a target amino acid sequence, predict their likelihood of interaction. (1) The miRNA is hsa-miR-4999-3p with sequence UCACUACCUGACAAUACAGU. The protein sequence of the target gene is MFHSPRRLCSALLQRDAPGLRRLPAPGLRRPLSPPAAVPRPASPRLLAAASAASGAARSCSRTVCSMGTGTSRLYSALAKTLNSSAASQHPEYLVSPDPEHLEPIDPKELLEECRAVLHTRPPRFQRDFVDLRTDCPSTHPPIRVMQWNILAQALGEGKDNFVQCPVEALKWEERKCLILEEILAYQPDILCLQEVDHYFDTFQPLLSRLGYQGTFFPKPWSPCLDVEHNNGPDGCALFFLQNRFKLVNSANIRLTAMTLKTNQVAIAQTLECKESGRQFCIAVTHLKARTGWERFRSAQ.... Result: 0 (no interaction). (2) The miRNA is mmu-miR-7663-5p with sequence GCUGCUUGGUGAUCAUCCACUGU. The protein sequence of the target gene is MTGTPGAVATRDGEAPERSPPCSPSYDLTGKVMLLGDTGVGKTCFLIQFKDGAFLSGTFIATVGIDFRNKVVTVDGVRVKLQIWDTAGQERFRSVTHAYYRDAQALLLLYDITNKSSFDNIRAWLTEIHEYAQRDVVIMLLGNKADMSSERVIRSEDGETLAREYGVPFLETSAKTGMNVELAFLAIAKELKYRAGHQADEPSFQIRDYVESQKKRSSCCSFM. Result: 0 (no interaction). (3) The miRNA is hsa-miR-5194 with sequence UGAGGGGUUUGGAAUGGGAUGG. Result: 0 (no interaction). The protein sequence of the target gene is MERLRDVRERLQAWERAFRRQRGRRPSQDDVEAAPEETRALYREYRTLKRTTGQAGGGLRSSESLPAAAEEAPEPRCWGPHLNRAATKSPQSTPGRSRQGSVPDYGQRLKANLKGTLQAGPALGRRPWPLGRASSKASTPKPPGTGPVPSFAEKVSDEPPQLPEPQPRPGRLQHLQASLSQRLGSLDPGWLQRCHSEVPDFLGAPKACRPDLGSEESQLLIPGESAVLGPGAGSQGPEASAFQEVSIRVGSPQPSSSGGEKRRWNEEPWESPAQVQQESSQAGPPSEGAGAVAVEEDPPG.... (4) The miRNA is hsa-miR-7106-5p with sequence UGGGAGGAGGGGAUCUUGGG. The protein sequence of the target gene is MAAGVDCGDGVGARQHVFLVSEYLKDASKKMKNGLMFVKLVNPCSGEGAIYLFNMCLQQLFEVKVFKEKHHSWFINQSVQSGGLLHFATPVDPLFLLLHYLIKADKEGKFQPLDQVVVDNVFPNCILLLKLPGLEKLLHHVTEEKGNPEIDNKKYYKYSKEKTLKWLEKKVNQTVAALKTNNVNVSSRVQSTAFFSGDQASTDKEEDYIRYAHGLISDYIPKELSDDLSKYLKLPEPSASLPNPPSKKIKLSDEPVEAKEDYTKFNTKDLKTEKKNSKMTAAQKALAKVDKSGMKSIDTF.... Result: 1 (interaction). (5) The miRNA is mmu-miR-767 with sequence UGCACCAUGGUUGUCUGAGCA. The protein sequence of the target gene is MSSFSESALEKKLSELSNSQQSVQTLSLWLIHHRKHAGPIVSVWHRELRKAKSNRKLTFLYLANDVIQNSKRKGPEFTREFESVLVDAFSHVAREADEGCKKPLERLLNIWQERSVYGGEFIQQLKLSMEDSKSPPPKAAEEKKSLKRTFQQIQEEEDDDYPGSYSPQDPSAGPLLTEELIKALQDLENAASGDATVRQKIASLPQEVQDVSLLEKITDKEAAERLSKTVDEACLLLAEYNGRLAAELEDRRQLARMLVEYTQNQKEVLSEKEKKLEEYKQKLARVTQVRKELKSHIQSL.... Result: 0 (no interaction). (6) The miRNA is hsa-miR-581 with sequence UCUUGUGUUCUCUAGAUCAGU. The protein sequence of the target gene is MGNENSTSDNQRTLSAQTPRSAQPPGNSQNIKRKQQDTPGSPDHRDASSIGSVGLGGFCTASESSASLDPCLVSPEVTEPRKDPQGARGPEGSLLPSPPPSQEREHPSSSMPFAECPPEGCLASPAAAPEDGPQTQSPRREPAPNAPGDIAAAFPAERDSSTPYQEIAAVPSAGRERQPKEEGQKSSFSFSSGIDQSPGMSPVPLREPMKAPLCGEGDQPGGFESQEKEAAGGFPPAESRQGVASVQVTPEAPAAAQQGTESSAVLEKSPLKPMAPIPQDPAPRASDRERGQGEAPPQYL.... Result: 1 (interaction). (7) The miRNA is hsa-miR-6893-5p with sequence CAGGCAGGUGUAGGGUGGAGC. The protein sequence of the target gene is MTTLRAFTCDDLFRFNNINLDPLTETYGIPFYLQYLAHWPEYFIVAEAPGGELMGYIMGKAEGSVAREEWHGHVTALSVAPEFRRLGLAAKLMELLEEISERKGGFFVDLFVRVSNQVAVNMYKQLGYSVYRTVIEYYSASNGEPDEDAYDMRKALSRDTEKKSIIPLPHPVRPEDIE. Result: 1 (interaction). (8) Result: 0 (no interaction). The protein sequence of the target gene is MGTRLPLVLRQLRRPPQPPGPPRRLRVPCRASSGGGGGGGGGREGLLGQRRPQDGQARSSCSPGGRTPAARDSIVREVIQNSKEVLSLLQEKNPAFKPVLAIIQAGDDNLMQEINQNLAEEAGLNITHICLPPDSSEAEIIDEILKINEDTRVHGLALQISENLFSNKVLNALKPEKDVDGVTDINLGKLVRGDAHECFVSPVAKAVIELLEKSGVNLDGKKILVVGAHGSLEAALQCLFQRKGSMTMSIQWKTRQLQSKLHEADIVVLGSPKPEEIPLTWIQPGTTVLNCSHDFLSGKV.... The miRNA is hsa-miR-6822-5p with sequence CAGGGAACCAGUUGGGGCUU. (9) The miRNA is hsa-miR-6870-5p with sequence UGGGGGAGAUGGGGGUUGA. The protein sequence of the target gene is MSLPESPHSPATLDYALEDPHQGQRSREKSKATEVMADMFDGRLEPIVFPPPRLPEEGVAPQDPADGGHTFHILVDAGRSHGAIKAGQEVTPPPAEGLEAASASLTTDGSLKNGFPGEETHGLGGEKALETCGAGRSESEVIAEGKAEDVKPEECAMFSAPVDEKPGGEEMDVAEENRAIDEVNREAGPGPGPGPLNVGLHLNPLESIQLELDSVNAEADRALLQVERRFGQIHEYYLEQRNDIIRNIPGFWVTAFRHHPQLSAMIRGQDAEMLSYLTNLEVKELRHPRTGCKFKFFFQR.... Result: 0 (no interaction).